Task: Regression. Given two drug SMILES strings and cell line genomic features, predict the synergy score measuring deviation from expected non-interaction effect.. Dataset: NCI-60 drug combinations with 297,098 pairs across 59 cell lines (1) Drug 1: C1CN1C2=NC(=NC(=N2)N3CC3)N4CC4. Drug 2: CC(C)(C#N)C1=CC(=CC(=C1)CN2C=NC=N2)C(C)(C)C#N. Cell line: DU-145. Synergy scores: CSS=57.7, Synergy_ZIP=-0.307, Synergy_Bliss=-1.20, Synergy_Loewe=-3.62, Synergy_HSA=-2.73. (2) Drug 1: C1=C(C(=O)NC(=O)N1)F. Drug 2: C1CN1P(=S)(N2CC2)N3CC3. Synergy scores: CSS=72.9, Synergy_ZIP=-12.3, Synergy_Bliss=-24.2, Synergy_Loewe=-20.6, Synergy_HSA=-19.9. Cell line: RPMI-8226. (3) Drug 1: CC12CCC(CC1=CCC3C2CCC4(C3CC=C4C5=CN=CC=C5)C)O. Drug 2: C1=CN(C=N1)CC(O)(P(=O)(O)O)P(=O)(O)O. Cell line: NCI-H322M. Synergy scores: CSS=2.42, Synergy_ZIP=-1.11, Synergy_Bliss=-2.19, Synergy_Loewe=-6.90, Synergy_HSA=-2.84. (4) Drug 1: CC(C1=C(C=CC(=C1Cl)F)Cl)OC2=C(N=CC(=C2)C3=CN(N=C3)C4CCNCC4)N. Drug 2: CNC(=O)C1=CC=CC=C1SC2=CC3=C(C=C2)C(=NN3)C=CC4=CC=CC=N4. Cell line: COLO 205. Synergy scores: CSS=13.0, Synergy_ZIP=0.402, Synergy_Bliss=10.1, Synergy_Loewe=4.49, Synergy_HSA=5.20. (5) Drug 1: CC1=C(C(=CC=C1)Cl)NC(=O)C2=CN=C(S2)NC3=CC(=NC(=N3)C)N4CCN(CC4)CCO. Drug 2: COC1=C2C(=CC3=C1OC=C3)C=CC(=O)O2. Cell line: U251. Synergy scores: CSS=-4.30, Synergy_ZIP=4.08, Synergy_Bliss=4.49, Synergy_Loewe=-5.55, Synergy_HSA=-2.44.